Dataset: Forward reaction prediction with 1.9M reactions from USPTO patents (1976-2016). Task: Predict the product of the given reaction. (1) Given the reactants Cl.[NH2:2][C@@H:3]([CH2:17][CH2:18][CH2:19][CH3:20])[C@@H:4]([OH:16])[CH2:5][NH:6][S:7]([C:10]1[CH:15]=[CH:14][CH:13]=[CH:12][N:11]=1)(=[O:9])=[O:8].N[C@@H](CCCC)[C@H](O)CNS(C1C=CC=CN=1)(=O)=O.[C:40](=O)([O:60]C1C=CC([N+]([O-])=O)=CC=1)[O:41][C@H:42]([CH2:47][O:48][C:49]1[CH:54]=[CH:53][C:52]([N:55]2[CH:59]=[CH:58][N:57]=[CH:56]2)=[CH:51][CH:50]=1)[C:43]([CH3:46])([CH3:45])[CH3:44].C(N(CC)C(C)C)(C)C, predict the reaction product. The product is: [OH:16][C@H:4]([C@@H:3]([NH:2][C:40](=[O:60])[O:41][C@H:42]([CH2:47][O:48][C:49]1[CH:54]=[CH:53][C:52]([N:55]2[CH:59]=[CH:58][N:57]=[CH:56]2)=[CH:51][CH:50]=1)[C:43]([CH3:45])([CH3:46])[CH3:44])[CH2:17][CH2:18][CH2:19][CH3:20])[CH2:5][NH:6][S:7]([C:10]1[CH:15]=[CH:14][CH:13]=[CH:12][N:11]=1)(=[O:9])=[O:8]. (2) Given the reactants [N+:1]([C:4]1[CH:5]=[CH:6][C:7]2[O:12][C@:11]([CH3:18])([CH:13]([O:16][CH3:17])[O:14][CH3:15])[C@@H:10]3[O:19][C@@H:9]3[C:8]=2[CH:20]=1)([O-:3])=[O:2].[CH3:21][C:22]1[CH:27]=[CH:26][CH:25]=[C:24]([CH3:28])[C:23]=1[NH:29][CH2:30][C:31]1[N:32]=[N:33][N:34]([CH3:36])[N:35]=1, predict the reaction product. The product is: [N+:1]([C:4]1[CH:5]=[CH:6][C:7]2[O:12][C@:11]([CH3:18])([CH:13]([O:16][CH3:17])[O:14][CH3:15])[C@H:10]([OH:19])[C@@H:9]([N:29]([C:23]3[C:24]([CH3:28])=[CH:25][CH:26]=[CH:27][C:22]=3[CH3:21])[CH2:30][C:31]3[N:32]=[N:33][N:34]([CH3:36])[N:35]=3)[C:8]=2[CH:20]=1)([O-:3])=[O:2]. (3) The product is: [F:22][C:14]([F:21])([C:15]1[CH:20]=[CH:19][CH:18]=[CH:17][CH:16]=1)[CH2:13][O:12][C:9]1[CH:10]=[CH:11][C:6]([CH2:5][C:4]([OH:24])=[O:3])=[CH:7][C:8]=1[F:23]. Given the reactants C([O:3][C:4](=[O:24])[CH2:5][C:6]1[CH:11]=[CH:10][C:9]([O:12][CH2:13][C:14]([F:22])([F:21])[C:15]2[CH:20]=[CH:19][CH:18]=[CH:17][CH:16]=2)=[C:8]([F:23])[CH:7]=1)C.[OH-].[Na+].Cl, predict the reaction product. (4) Given the reactants [CH3:1][CH:2]1[CH2:10][C:9]2[C:4](=[CH:5][CH:6]=[C:7]([C:11]([O:20][Si](CC)(CC)CC)([C:16]([F:19])([F:18])[F:17])[C:12]([F:15])([F:14])[F:13])[CH:8]=2)[NH:3]1.[CH3:28][O:29][C:30](=[O:39])[C:31]1[CH:36]=[CH:35][CH:34]=[C:33]([CH2:37]Cl)[CH:32]=1.CCCC[N+](CCCC)(CCCC)CCCC.[F-], predict the reaction product. The product is: [CH3:28][O:29][C:30](=[O:39])[C:31]1[CH:36]=[CH:35][CH:34]=[C:33]([CH2:37][N:3]2[C:4]3[C:9](=[CH:8][C:7]([C:11]([OH:20])([C:16]([F:17])([F:18])[F:19])[C:12]([F:14])([F:15])[F:13])=[CH:6][CH:5]=3)[CH2:10][CH:2]2[CH3:1])[CH:32]=1. (5) Given the reactants [C:1]([C:3]1[N:4]=[CH:5][C:6]([NH:17][C@H:18]([CH2:22][CH:23]([CH3:25])[CH3:24])[C:19]([NH2:21])=[O:20])=[N:7][C:8]=1[NH:9][C:10]1[CH:11]=[C:12]([CH3:16])[CH:13]=[CH:14][CH:15]=1)#[N:2].C([O-])([O-])=[O:27].[K+].[K+], predict the reaction product. The product is: [NH2:21][C:19](=[O:20])[C@H:18]([NH:17][C:6]1[N:7]=[C:8]([NH:9][C:10]2[CH:11]=[C:12]([CH3:16])[CH:13]=[CH:14][CH:15]=2)[C:3]([C:1]([NH2:2])=[O:27])=[N:4][CH:5]=1)[CH2:22][CH:23]([CH3:25])[CH3:24]. (6) Given the reactants [CH3:1][C@:2]12[CH2:19][CH2:18][C@H:17]3[C@@H:7]([CH2:8][CH:9]=[C:10]4[C@:15]3([CH3:16])[CH2:14][CH2:13][C:12](=[O:20])[CH2:11]4)[C@@H:6]1[CH2:5][CH2:4][C:3]2=[O:21].[CH3:22][C:23]([OH:25])=[O:24], predict the reaction product. The product is: [C:23]([O:25][C@@H:11]1[C:12](=[O:20])[CH2:13][CH2:14][C@@:15]2([CH3:16])[C:10]1=[CH:9][CH2:8][C@@H:7]1[C@@H:17]2[CH2:18][CH2:19][C@@:2]2([CH3:1])[C@H:6]1[CH2:5][CH2:4][C:3]2=[O:21])(=[O:24])[CH3:22]. (7) Given the reactants Cl[C:2]1[CH:3]=[CH:4][C:5]2[N:6]([C:8]([CH2:11][C:12]3[C:13]([F:22])=[C:14]4[C:19](=[CH:20][CH:21]=3)[N:18]=[CH:17][CH:16]=[CH:15]4)=[CH:9][N:10]=2)[N:7]=1.[C:23]([N:26]1[CH2:31][CH2:30][NH:29][CH2:28][CH2:27]1)(=[O:25])[CH3:24], predict the reaction product. The product is: [F:22][C:13]1[C:12]([CH2:11][C:8]2[N:6]3[N:7]=[C:2]([N:29]4[CH2:30][CH2:31][N:26]([C:23](=[O:25])[CH3:24])[CH2:27][CH2:28]4)[CH:3]=[CH:4][C:5]3=[N:10][CH:9]=2)=[CH:21][CH:20]=[C:19]2[C:14]=1[CH:15]=[CH:16][CH:17]=[N:18]2. (8) Given the reactants [N:1]1[C:5]2[CH:6]=[CH:7][CH:8]=[CH:9][C:4]=2[NH:3][CH:2]=1.CC(C)([O-])C.[K+].CS(C)=O.Cl[CH2:21][CH2:22][CH2:23][OH:24], predict the reaction product. The product is: [N:1]1([CH2:21][CH2:22][CH2:23][OH:24])[C:5]2[CH:6]=[CH:7][CH:8]=[CH:9][C:4]=2[N:3]=[CH:2]1. (9) Given the reactants Cl.[CH3:2][O:3][C:4]1[CH:5]=[C:6]2[C:11](=[CH:12][C:13]=1[O:14][CH3:15])[CH2:10][NH:9][CH2:8][CH2:7]2.[C:16]([O:20][C:21]([N:23]1[C@H:32]([C:33](O)=[O:34])[CH2:31][C:30]2[C:25](=[CH:26][CH:27]=[CH:28][CH:29]=2)[CH2:24]1)=[O:22])([CH3:19])([CH3:18])[CH3:17].C(N(CC)CC)C.[O-]P1(OP([O-])(=O)OP([O-])(=O)OP([O-])(=O)O1)=O.[Na+].[Na+].[Na+].[Na+], predict the reaction product. The product is: [CH3:2][O:3][C:4]1[CH:5]=[C:6]2[C:11](=[CH:12][C:13]=1[O:14][CH3:15])[CH2:10][N:9]([C:33]([C@@H:32]1[CH2:31][C:30]3[C:25](=[CH:26][CH:27]=[CH:28][CH:29]=3)[CH2:24][N:23]1[C:21]([O:20][C:16]([CH3:19])([CH3:18])[CH3:17])=[O:22])=[O:34])[CH2:8][CH2:7]2.